This data is from Catalyst prediction with 721,799 reactions and 888 catalyst types from USPTO. The task is: Predict which catalyst facilitates the given reaction. (1) Reactant: [C:1]([C:3]1[CH:8]=[CH:7][CH:6]=[CH:5][C:4]=1[C:9]1[CH:19]=[C:18]([NH:20][CH2:21][CH2:22][C:23]2[CH:28]=[CH:27][CH:26]=[C:25]([F:29])[CH:24]=2)[C:12]([C:13](OCC)=[O:14])=[CH:11][N:10]=1)#[N:2].[NH2:30][CH2:31][C:32]1[CH:33]=[N:34][CH:35]=[CH:36][CH:37]=1.C[Al](C)C. Product: [C:1]([C:3]1[CH:8]=[CH:7][CH:6]=[CH:5][C:4]=1[C:9]1[CH:19]=[C:18]([NH:20][CH2:21][CH2:22][C:23]2[CH:28]=[CH:27][CH:26]=[C:25]([F:29])[CH:24]=2)[C:12]([C:13]([NH:30][CH2:31][C:32]2[CH:33]=[N:34][CH:35]=[CH:36][CH:37]=2)=[O:14])=[CH:11][N:10]=1)#[N:2]. The catalyst class is: 11. (2) Reactant: [NH2:1][C@@H:2]([CH2:14][CH:15]1[CH2:20][CH2:19][CH2:18][CH2:17][CH2:16]1)[CH2:3][NH:4][C:5](=[O:13])[O:6][CH2:7][CH2:8][Si:9]([CH3:12])([CH3:11])[CH3:10].C([O-])([O-])=O.[K+].[K+].[CH3:27][C:28]([O:31][C:32](O[C:32]([O:31][C:28]([CH3:30])([CH3:29])[CH3:27])=[O:33])=[O:33])([CH3:30])[CH3:29]. Product: [CH3:10][Si:9]([CH3:11])([CH3:12])[CH2:8][CH2:7][O:6][C:5]([NH:4][CH2:3][C@@H:2]([NH:1][C:32](=[O:33])[O:31][C:28]([CH3:30])([CH3:29])[CH3:27])[CH2:14][CH:15]1[CH2:16][CH2:17][CH2:18][CH2:19][CH2:20]1)=[O:13]. The catalyst class is: 12. (3) Reactant: [Cl:1][C:2]1[CH:20]=[C:19]([NH:21][C:22]2[C:23]3[N:30]([CH2:31][CH2:32][O:33][CH2:34][CH2:35][OH:36])[CH:29]=[CH:28][C:24]=3[N:25]=[CH:26][N:27]=2)[CH:18]=[CH:17][C:3]=1[O:4][C:5]1[CH:6]=[C:7]([C:11](=[O:16])[C:12]([CH3:15])([CH3:14])[CH3:13])[CH:8]=[CH:9][CH:10]=1.[BH4-].[Na+].O. Product: [Cl:1][C:2]1[CH:20]=[C:19]([NH:21][C:22]2[C:23]3[N:30]([CH2:31][CH2:32][O:33][CH2:34][CH2:35][OH:36])[CH:29]=[CH:28][C:24]=3[N:25]=[CH:26][N:27]=2)[CH:18]=[CH:17][C:3]=1[O:4][C:5]1[CH:6]=[C:7]([CH:11]([OH:16])[C:12]([CH3:15])([CH3:14])[CH3:13])[CH:8]=[CH:9][CH:10]=1. The catalyst class is: 5. (4) Reactant: Cl[CH2:2][C:3]([CH:5]([NH:10][C:11](=[O:17])[O:12][C:13]([CH3:16])([CH3:15])[CH3:14])[CH2:6][CH:7]([CH3:9])[CH3:8])=O.[NH2:18][C:19]1[CH:24]=[C:23]([Cl:25])[CH:22]=[CH:21][N:20]=1. Product: [C:11]([NH:10][C@H:5]([C:3]1[N:18]=[C:19]2[CH:24]=[C:23]([Cl:25])[CH:22]=[CH:21][N:20]2[CH:2]=1)[CH2:6][CH:7]([CH3:9])[CH3:8])([O:12][C:13]([CH3:16])([CH3:15])[CH3:14])=[O:17]. The catalyst class is: 5. (5) Reactant: [Br:1][C:2]1[CH:3]=[C:4](B(O)O)[CH:5]=[CH:6][CH:7]=1.C(=O)([O-])O.[Na+].I[C:17]1[C:25]2[C:20](=[CH:21][CH:22]=[C:23]([NH:26][S:27]([C:30]3[CH:35]=[CH:34][CH:33]=[CH:32][C:31]=3[S:36]([CH3:39])(=[O:38])=[O:37])(=[O:29])=[O:28])[CH:24]=2)[N:19](C(OC(C)(C)C)=O)[N:18]=1.O. Product: [Br:1][C:2]1[CH:3]=[C:4]([C:17]2[C:25]3[C:20](=[CH:21][CH:22]=[C:23]([NH:26][S:27]([C:30]4[CH:35]=[CH:34][CH:33]=[CH:32][C:31]=4[S:36]([CH3:39])(=[O:38])=[O:37])(=[O:28])=[O:29])[CH:24]=3)[NH:19][N:18]=2)[CH:5]=[CH:6][CH:7]=1. The catalyst class is: 9. (6) Reactant: [OH:1][C:2]1[CH:3]=[CH:4][C:5]([O:21][CH3:22])=[C:6]([CH:8]([C:15]2[S:16][C:17]([CH3:20])=[CH:18][N:19]=2)[CH2:9][C:10]([O:12][CH2:13][CH3:14])=[O:11])[CH:7]=1.CCN(C(C)C)C(C)C.[F:32][C:33]([F:46])([F:45])[S:34](O[S:34]([C:33]([F:46])([F:45])[F:32])(=[O:36])=[O:35])(=[O:36])=[O:35].O. Product: [CH3:22][O:21][C:5]1[CH:4]=[CH:3][C:2]([O:1][S:34]([C:33]([F:46])([F:45])[F:32])(=[O:36])=[O:35])=[CH:7][C:6]=1[CH:8]([C:15]1[S:16][C:17]([CH3:20])=[CH:18][N:19]=1)[CH2:9][C:10]([O:12][CH2:13][CH3:14])=[O:11]. The catalyst class is: 2.